This data is from Full USPTO retrosynthesis dataset with 1.9M reactions from patents (1976-2016). The task is: Predict the reactants needed to synthesize the given product. (1) Given the product [ClH:1].[Cl:27][C:22]1[CH:21]=[C:20]([CH:25]=[CH:24][C:23]=1[F:26])[C:19]([NH:18][C@H:15]1[CH2:14][CH2:13][C@@H:12]([NH:11][C:2]2[C:3]3[CH:10]=[CH:9][NH:8][C:4]=3[N:5]=[CH:6][N:7]=2)[CH2:17][CH2:16]1)=[O:28], predict the reactants needed to synthesize it. The reactants are: [Cl:1][C:2]1[C:3]2[CH:10]=[CH:9][NH:8][C:4]=2[N:5]=[CH:6][N:7]=1.[NH2:11][C@@H:12]1[CH2:17][CH2:16][C@H:15]([NH:18][C:19](=[O:28])[C:20]2[CH:25]=[CH:24][C:23]([F:26])=[C:22]([Cl:27])[CH:21]=2)[CH2:14][CH2:13]1. (2) The reactants are: [OH:1][C:2]1[CH:14]=[CH:13][C:12]([N+:15]([O-:17])=[O:16])=[CH:11][C:3]=1[C:4]([O:6][C:7]([CH3:10])([CH3:9])[CH3:8])=[O:5].[H-].[Na+].Br[CH:21]([C:28]1[CH:33]=[CH:32][CH:31]=[CH:30][CH:29]=1)[C:22]1[CH:27]=[CH:26][CH:25]=[CH:24][CH:23]=1. Given the product [CH:21]([O:1][C:2]1[CH:14]=[CH:13][C:12]([N+:15]([O-:17])=[O:16])=[CH:11][C:3]=1[C:4]([O:6][C:7]([CH3:10])([CH3:9])[CH3:8])=[O:5])([C:22]1[CH:27]=[CH:26][CH:25]=[CH:24][CH:23]=1)[C:28]1[CH:33]=[CH:32][CH:31]=[CH:30][CH:29]=1, predict the reactants needed to synthesize it. (3) Given the product [OH:14][CH2:15][CH2:16][O:17][C:18]1[CH:23]=[CH:22][C:21]([C:2]2[N:7]=[C:6]([C:8]#[N:9])[C:5]3[N:10]=[CH:11][N:12]([CH3:13])[C:4]=3[CH:3]=2)=[CH:20][C:19]=1[C:27]([F:28])([F:29])[F:30], predict the reactants needed to synthesize it. The reactants are: Cl[C:2]1[N:7]=[C:6]([C:8]#[N:9])[C:5]2[N:10]=[CH:11][N:12]([CH3:13])[C:4]=2[CH:3]=1.[OH:14][CH2:15][CH2:16][O:17][C:18]1[CH:23]=[CH:22][C:21](B(O)O)=[CH:20][C:19]=1[C:27]([F:30])([F:29])[F:28].C1(P(C2CCCCC2)C2CCCCC2)CCCCC1.P([O-])([O-])([O-])=O.[K+].[K+].[K+]. (4) Given the product [CH3:19][C:7]1[N:8]([CH:12]([C:13]2[N:16]=[C:29]([C:28]3[CH:32]=[CH:33][CH:34]=[C:26]([C:25]([F:24])([F:35])[F:36])[CH:27]=3)[O:15][N:14]=2)[CH3:18])[C:9]2[C:5]([CH:6]=1)=[C:4]([C:20]([F:23])([F:22])[F:21])[C:3]([C:1]#[N:2])=[CH:11][CH:10]=2, predict the reactants needed to synthesize it. The reactants are: [C:1]([C:3]1[C:4]([C:20]([F:23])([F:22])[F:21])=[C:5]2[C:9](=[CH:10][CH:11]=1)[N:8]([CH:12]([CH3:18])/[C:13](=[N:16]/[H])/[NH:14][OH:15])[C:7]([CH3:19])=[CH:6]2)#[N:2].[F:24][C:25]([F:36])([F:35])[C:26]1[CH:27]=[C:28]([CH:32]=[CH:33][CH:34]=1)[C:29](Cl)=O. (5) Given the product [CH3:29][C:30]([CH3:1])=[CH:31][CH2:26][C:11]1[C:12]2[CH:16]=[CH:15][O:14][C:13]=2[C:8]([OH:7])=[C:9]2[C:10]=1[CH:17]=[CH:18][C:19]([O:21]2)=[O:20], predict the reactants needed to synthesize it. The reactants are: [CH3:1]O.CC(C)=CC[O:7][C:8]1[C:13]2[O:14][CH:15]=[CH:16][C:12]=2[CH:11]=[C:10]2[CH:17]=[CH:18][C:19]([O:21][C:9]=12)=[O:20].C(N(CC)[C:26]1[CH:31]=[CH:30][CH:29]=CC=1)C. (6) Given the product [F:19][C:3]1[C:2]([C:29]#[C:28][C@@:26]([OH:30])([C:23]2[CH:22]=[C:21]([CH3:20])[O:25][N:24]=2)[CH3:27])=[CH:18][C:6]2[C:7]3[N:8]=[C:9]([C:15]([NH2:17])=[O:16])[S:10][C:11]=3[CH2:12][CH2:13][O:14][C:5]=2[CH:4]=1, predict the reactants needed to synthesize it. The reactants are: Br[C:2]1[C:3]([F:19])=[CH:4][C:5]2[O:14][CH2:13][CH2:12][C:11]3[S:10][C:9]([C:15]([NH2:17])=[O:16])=[N:8][C:7]=3[C:6]=2[CH:18]=1.[CH3:20][C:21]1[O:25][N:24]=[C:23]([C@:26]([OH:30])([C:28]#[CH:29])[CH3:27])[CH:22]=1.